Dataset: Reaction yield outcomes from USPTO patents with 853,638 reactions. Task: Predict the reaction yield, written as a fraction of the theoretical maximum amount of product (1.0 means a 100% yield; for example, 0.34 means a 34% yield). (1) The reactants are [C:1]([C@H:5]1[CH2:10][CH2:9][C@H:8]([O:11][C:12]2[CH:13]=[C:14]3[C:19](=[CH:20][CH:21]=2)[CH:18]=[C:17]([CH:22]([N:27]2[CH2:32][CH2:31][CH:30]([C:33]([O:35]C)=[O:34])[CH2:29][CH2:28]2)[C:23]([F:26])([F:25])[F:24])[CH:16]=[CH:15]3)[CH2:7][CH2:6]1)([CH3:4])([CH3:3])[CH3:2].[OH-].[Na+].O.Cl. The catalyst is CO. The product is [C:1]([C@H:5]1[CH2:10][CH2:9][C@H:8]([O:11][C:12]2[CH:13]=[C:14]3[C:19](=[CH:20][CH:21]=2)[CH:18]=[C:17]([CH:22]([N:27]2[CH2:32][CH2:31][CH:30]([C:33]([OH:35])=[O:34])[CH2:29][CH2:28]2)[C:23]([F:25])([F:26])[F:24])[CH:16]=[CH:15]3)[CH2:7][CH2:6]1)([CH3:4])([CH3:2])[CH3:3]. The yield is 0.800. (2) The reactants are [OH:1][C:2]1[CH:9]=[CH:8][C:5]([C:6]#[N:7])=[C:4]([N+:10]([O-:12])=[O:11])[C:3]=1[O:13][CH3:14].[CH3:15][O:16][CH2:17]Cl.C(=O)([O-])[O-].[K+].[K+].O. The catalyst is CN(C)C=O. The product is [CH3:14][O:13][C:3]1[C:4]([N+:10]([O-:12])=[O:11])=[C:5]([CH:8]=[CH:9][C:2]=1[O:1][CH2:15][O:16][CH3:17])[C:6]#[N:7]. The yield is 0.835. (3) The reactants are [NH2:1][C:2]1[C:7]([C:8]([F:11])([F:10])[F:9])=[CH:6][CH:5]=[CH:4][C:3]=1[C:12]([C:14]1[CH:19]=[CH:18][CH:17]=[CH:16][CH:15]=1)=O.[CH2:20](OCC)[CH3:21].[C:25]1([Mg]CC)[CH:30]=[CH:29][CH:28]=[CH:27][CH:26]=1.[Cl-]. The catalyst is O. The yield is 0.220. The product is [C:14]1([C:12]([C:3]2[CH:4]=[CH:5][CH:6]=[C:7]([C:8]([F:11])([F:10])[F:9])[C:2]=2[NH2:1])=[CH:20][CH2:21][C:25]2[CH:26]=[CH:27][CH:28]=[CH:29][CH:30]=2)[CH:19]=[CH:18][CH:17]=[CH:16][CH:15]=1. (4) The reactants are C1C=C(Cl)C=C(C(OO)=[O:9])C=1.[N:12]1([C:18]([O:20][C:21]([CH3:24])([CH3:23])[CH3:22])=[O:19])[CH2:17][CH2:16][CH:15]=[CH:14][CH2:13]1.S([O-])([O-])=O.[Na+].[Na+].C(=O)(O)[O-].[Na+]. The catalyst is C(Cl)Cl. The product is [CH:14]12[O:9][CH:15]1[CH2:16][CH2:17][N:12]([C:18]([O:20][C:21]([CH3:24])([CH3:23])[CH3:22])=[O:19])[CH2:13]2. The yield is 0.990. (5) The reactants are [F:1][C:2]1[CH:3]=[C:4]([CH2:19][C:20]([O:22][CH2:23][CH3:24])=[O:21])[CH:5]=[C:6]([O:11]CC2C=CC=CC=2)[C:7]=1[N+:8]([O-])=O. The catalyst is CCO.[C].[Pd]. The product is [NH2:8][C:7]1[C:6]([OH:11])=[CH:5][C:4]([CH2:19][C:20]([O:22][CH2:23][CH3:24])=[O:21])=[CH:3][C:2]=1[F:1]. The yield is 0.650. (6) The reactants are [Cl:1][C:2]1[CH:11]=[CH:10][C:9]2[C:4](=[CH:5][CH:6]=[C:7]([OH:12])[CH:8]=2)[N:3]=1.CC(C)=O.[CH3:17][O:18][C:19]1[CH:20]=[C:21]([CH:24]=[CH:25][CH:26]=1)[CH2:22]Br. The catalyst is O. The product is [Cl:1][C:2]1[CH:11]=[CH:10][C:9]2[C:4](=[CH:5][CH:6]=[C:7]([O:12][CH2:22][C:21]3[CH:24]=[CH:25][CH:26]=[C:19]([O:18][CH3:17])[CH:20]=3)[CH:8]=2)[N:3]=1. The yield is 0.400.